The task is: Predict the product of the given reaction.. This data is from Forward reaction prediction with 1.9M reactions from USPTO patents (1976-2016). (1) The product is: [NH2:21][C:18]1[N:19]=[CH:20][C:15]([C:12]2[N:13]=[CH:14][C:9]([C:24]3[CH:29]=[CH:28][CH:27]=[CH:26][C:25]=3[S:30]([NH:33][C@H:34]([CH3:37])[CH2:35][OH:36])(=[O:32])=[O:31])=[CH:10][CH:11]=2)=[CH:16][N:17]=1. Given the reactants CC1(C)C(C)(C)OB([C:9]2[CH:10]=[CH:11][C:12]([C:15]3[CH:16]=[N:17][C:18]([NH2:21])=[N:19][CH:20]=3)=[N:13][CH:14]=2)O1.Br[C:24]1[CH:29]=[CH:28][CH:27]=[CH:26][C:25]=1[S:30]([NH:33][C@H:34]([CH3:37])[CH2:35][OH:36])(=[O:32])=[O:31], predict the reaction product. (2) The product is: [CH2:1]([C@H:6]1[CH2:11][CH2:10][C@H:9]([C:12]2[CH:25]=[CH:24][C:15]([O:16][CH2:17][CH2:22][CH2:21][CH2:20][CH2:19][CH2:18][OH:23])=[CH:14][CH:13]=2)[CH2:8][CH2:7]1)[CH2:2][CH2:3][CH2:4][CH3:5]. Given the reactants [CH2:1]([C@H:6]1[CH2:11][CH2:10][C@H:9]([C:12]2[CH:25]=[CH:24][C:15]([O:16][C:17]3[CH:22]=[CH:21][CH:20]=[CH:19][C:18]=3[OH:23])=[CH:14][CH:13]=2)[CH2:8][CH2:7]1)[CH2:2][CH2:3][CH2:4][CH3:5].BrCCCCCCO.C(=O)([O-])[O-].[K+].[K+], predict the reaction product.